From a dataset of Forward reaction prediction with 1.9M reactions from USPTO patents (1976-2016). Predict the product of the given reaction. Given the reactants [B].B(O)(O)O.[B:6]([O:11][CH3:12])([O:9][CH3:10])[O:7][CH3:8], predict the reaction product. The product is: [CH3:8][OH:7].[B:6]([O:11][CH3:12])([O:9][CH3:10])[O:7][CH3:8].